The task is: Predict the reactants needed to synthesize the given product.. This data is from Full USPTO retrosynthesis dataset with 1.9M reactions from patents (1976-2016). Given the product [CH2:17]([O:16][C:14](=[O:15])[C:8]([CH2:20][C:21]#[C:22][CH2:23][OH:24])([CH3:7])[C:9]([O:11][CH2:12][CH3:13])=[O:10])[CH3:18], predict the reactants needed to synthesize it. The reactants are: CC(C)([O-])C.[K+].[CH3:7][CH:8]([C:14]([O:16][CH2:17][CH3:18])=[O:15])[C:9]([O:11][CH2:12][CH3:13])=[O:10].Cl[CH2:20][C:21]#[C:22][CH2:23][OH:24].